Task: Regression. Given a peptide amino acid sequence and an MHC pseudo amino acid sequence, predict their binding affinity value. This is MHC class I binding data.. Dataset: Peptide-MHC class I binding affinity with 185,985 pairs from IEDB/IMGT (1) The peptide sequence is GVNACQVGV. The MHC is HLA-A68:02 with pseudo-sequence HLA-A68:02. The binding affinity (normalized) is 0.406. (2) The MHC is HLA-A23:01 with pseudo-sequence HLA-A23:01. The binding affinity (normalized) is 0. The peptide sequence is RIRTWKSLVK. (3) The peptide sequence is RMFHFFEHE. The MHC is HLA-B15:01 with pseudo-sequence HLA-B15:01. The binding affinity (normalized) is 0.611. (4) The peptide sequence is EYYFRNEVF. The MHC is HLA-A30:01 with pseudo-sequence HLA-A30:01. The binding affinity (normalized) is 0.0847. (5) The peptide sequence is LLLGGTSEI. The MHC is HLA-A02:12 with pseudo-sequence HLA-A02:12. The binding affinity (normalized) is 0.851. (6) The binding affinity (normalized) is 0.0847. The MHC is HLA-A30:01 with pseudo-sequence HLA-A30:01. The peptide sequence is TSEHGGRAY. (7) The peptide sequence is LNTVATLY. The MHC is HLA-A02:03 with pseudo-sequence HLA-A02:03. The binding affinity (normalized) is 0.476. (8) The peptide sequence is LSFKELLVY. The MHC is Patr-B0101 with pseudo-sequence Patr-B0101. The binding affinity (normalized) is 0.304. (9) The peptide sequence is IMYDIINSV. The MHC is HLA-A23:01 with pseudo-sequence HLA-A23:01. The binding affinity (normalized) is 0.0211.